Dataset: Reaction yield outcomes from USPTO patents with 853,638 reactions. Task: Predict the reaction yield, written as a fraction of the theoretical maximum amount of product (1.0 means a 100% yield; for example, 0.34 means a 34% yield). The reactants are [O:1]=[C:2]1[NH:11][C:10]2[N:9]=[C:8]([O:12][CH2:13][CH2:14][CH2:15][CH:16]=O)[CH:7]=[CH:6][C:5]=2[CH2:4][CH2:3]1.[N:18]1([C:24]2[C:32]3[O:31][C:30](=[O:33])[NH:29][C:28]=3[CH:27]=[CH:26][CH:25]=2)[CH2:23][CH2:22][NH:21][CH2:20][CH2:19]1.N1CCNCC1.[BH-](OC(C)=O)(OC(C)=O)OC(C)=O.[Na+]. The catalyst is ClCCCl.C(Cl)Cl.CO.CCOCC.CN(C=O)C. The product is [O:33]=[C:30]1[NH:29][C:28]2[CH:27]=[CH:26][CH:25]=[C:24]([N:18]3[CH2:23][CH2:22][N:21]([CH2:16][CH2:15][CH2:14][CH2:13][O:12][C:8]4[N:9]=[C:10]5[C:5]([CH2:4][CH2:3][C:2](=[O:1])[NH:11]5)=[CH:6][CH:7]=4)[CH2:20][CH2:19]3)[C:32]=2[O:31]1. The yield is 0.640.